Dataset: Forward reaction prediction with 1.9M reactions from USPTO patents (1976-2016). Task: Predict the product of the given reaction. (1) Given the reactants [CH3:1][O:2][C:3]1[CH:4]=[C:5]([C:13]2[CH:21]=[C:20]3[C:16]([CH:17]=[N:18][N:19]3S(C3C(C)=CC(C)=CC=3C)(=O)=O)=[CH:15][CH:14]=2)[CH:6]=[CH:7][C:8]=1OCOC.[OH-].[Na+].Cl.[C:37](=[O:40])(O)[O-:38].[Na+].[CH2:42]1COCC1, predict the reaction product. The product is: [CH3:42][O:38][CH2:37][O:40][CH2:1][O:2][C:3]1[CH:4]=[C:5]([C:13]2[CH:21]=[C:20]3[C:16]([CH:17]=[N:18][NH:19]3)=[CH:15][CH:14]=2)[CH:6]=[CH:7][CH:8]=1. (2) Given the reactants CCCC[N+](CCCC)(CCCC)CCCC.[F-].[CH2:19]([O:21][P:22]([CH2:27][C:28]1[CH:33]=[C:32]([O:34][CH2:35][O:36][CH3:37])[C:31]([CH2:38][CH:39]=[C:40]([CH3:65])[CH2:41][CH2:42][CH:43]=[C:44]([CH3:64])[CH2:45][O:46][Si](C(C)(C)C)(C2C=CC=CC=2)C2C=CC=CC=2)=[C:30]([O:66][CH2:67][O:68][CH3:69])[CH:29]=1)(=[O:26])[O:23][CH2:24][CH3:25])[CH3:20], predict the reaction product. The product is: [CH2:24]([O:23][P:22]([CH2:27][C:28]1[CH:33]=[C:32]([O:34][CH2:35][O:36][CH3:37])[C:31]([CH2:38][CH:39]=[C:40]([CH3:65])[CH2:41][CH2:42][CH:43]=[C:44]([CH3:64])[CH2:45][OH:46])=[C:30]([O:66][CH2:67][O:68][CH3:69])[CH:29]=1)(=[O:26])[O:21][CH2:19][CH3:20])[CH3:25]. (3) Given the reactants [NH2:1][C:2]1[N:6]=[CH:5][NH:4][N:3]=1.[CH3:7][C:8]([N+:15]#[C-:16])([CH3:14])[CH2:9][C:10]([CH3:13])([CH3:12])[CH3:11].[CH3:17][C:18]1[CH:25]=[CH:24][C:23]([CH3:26])=[CH:22][C:19]=1[CH:20]=O, predict the reaction product. The product is: [CH3:17][C:18]1[CH:25]=[CH:24][C:23]([CH3:26])=[CH:22][C:19]=1[C:20]1[N:1]=[C:2]2[N:6]=[CH:5][NH:4][N:3]2[C:16]=1[NH:15][C:8]([CH3:14])([CH3:7])[CH2:9][C:10]([CH3:13])([CH3:12])[CH3:11].